From a dataset of Forward reaction prediction with 1.9M reactions from USPTO patents (1976-2016). Predict the product of the given reaction. (1) Given the reactants [OH:1][C:2]1[CH:3]=[C:4]([CH:8]([CH:12]2C(=O)OC(C)(C)[O:14][C:13]2=[O:21])[C:9]([CH3:11])=[CH2:10])[CH:5]=[CH:6][CH:7]=1.OC1C=C(C(CC=C)CC(O)=O)C=CC=1, predict the reaction product. The product is: [OH:1][C:2]1[CH:3]=[C:4]([CH:8]([C:9]([CH3:11])=[CH2:10])[CH2:12][C:13]([OH:21])=[O:14])[CH:5]=[CH:6][CH:7]=1. (2) Given the reactants [NH2:1][C:2]1[CH:27]=[CH:26][C:5]([O:6][C:7]2[C:8]([CH:13]3[CH2:18][CH2:17][N:16]([C:19]([O:21][C:22]([CH3:25])([CH3:24])[CH3:23])=[O:20])[CH2:15][CH2:14]3)=[N:9][CH:10]=[CH:11][N:12]=2)=[CH:4][CH:3]=1.Br[C:29]1[CH:34]=[CH:33][C:32]([Cl:35])=[CH:31][N:30]=1.C(=O)([O-])[O-].[Cs+].[Cs+].C1(C)C=CC=CC=1, predict the reaction product. The product is: [Cl:35][C:32]1[CH:33]=[CH:34][C:29]([NH:1][C:2]2[CH:27]=[CH:26][C:5]([O:6][C:7]3[C:8]([CH:13]4[CH2:18][CH2:17][N:16]([C:19]([O:21][C:22]([CH3:23])([CH3:24])[CH3:25])=[O:20])[CH2:15][CH2:14]4)=[N:9][CH:10]=[CH:11][N:12]=3)=[CH:4][CH:3]=2)=[N:30][CH:31]=1. (3) Given the reactants [CH2:1]([NH:8][C:9]1[C:10]2[C:18]([C:19]#[N:20])=[CH:17][N:16](S(C3C=CC(C)=CC=3)(=O)=O)[C:11]=2[N:12]=[C:13](Cl)[N:14]=1)[C:2]1[CH:7]=[CH:6][CH:5]=[CH:4][CH:3]=1.[NH2:31][C:32]1[CH:33]=[C:34]2[C:39](=[CH:40][CH:41]=1)[N:38]([CH3:42])[C:37](=[O:43])[CH2:36][CH2:35]2.C[Si](Cl)(C)C, predict the reaction product. The product is: [CH2:1]([NH:8][C:9]1[C:10]2[C:18]([C:19]#[N:20])=[CH:17][NH:16][C:11]=2[N:12]=[C:13]([NH:31][C:32]2[CH:33]=[C:34]3[C:39](=[CH:40][CH:41]=2)[N:38]([CH3:42])[C:37](=[O:43])[CH2:36][CH2:35]3)[N:14]=1)[C:2]1[CH:3]=[CH:4][CH:5]=[CH:6][CH:7]=1. (4) Given the reactants [N:1]1([C:7]([C:9]2[CH:14]=[CH:13][C:12]([N:15]3[CH2:21][CH2:20][CH2:19][CH:18]([N:22]4[CH2:26][CH2:25][C@@H:24]([NH:27][C:28](=[O:43])[CH2:29][NH:30][C:31](=[O:42])[C:32]5[CH:37]=[CH:36][CH:35]=[C:34]([C:38]([F:41])([F:40])[F:39])[CH:33]=5)[CH2:23]4)[CH2:17][CH2:16]3)=[CH:11][CH:10]=2)=[O:8])[CH2:6][CH2:5]O[CH2:3][CH2:2]1.N1CCOCC1, predict the reaction product. The product is: [CH2:6]([N:1]([CH2:2][CH3:3])[C:7](=[O:8])[C:9]1[CH:10]=[CH:11][C:12]([N:15]2[CH2:21][CH2:20][CH2:19][CH:18]([N:22]3[CH2:26][CH2:25][C@@H:24]([NH:27][C:28](=[O:43])[CH2:29][NH:30][C:31](=[O:42])[C:32]4[CH:37]=[CH:36][CH:35]=[C:34]([C:38]([F:39])([F:41])[F:40])[CH:33]=4)[CH2:23]3)[CH2:17][CH2:16]2)=[CH:13][CH:14]=1)[CH3:5]. (5) Given the reactants [CH:1]1([NH:5][C:6]([C:8]2[CH:13]=[CH:12][CH:11]=[C:10]([C:14]3[C:22]4[C:17](=[CH:18][CH:19]=[C:20]([CH:23]=[N:24]OCC)[CH:21]=4)[NH:16][N:15]=3)[CH:9]=2)=[O:7])[CH2:4][CH2:3][CH2:2]1.[NH2:28][NH:29][C:30](=O)[CH2:31][N:32]([CH3:34])[CH3:33].C[O-].[Na+], predict the reaction product. The product is: [CH3:33][N:32]([CH2:31][C:30]1[N:24]=[C:23]([C:20]2[CH:21]=[C:22]3[C:17](=[CH:18][CH:19]=2)[NH:16][N:15]=[C:14]3[C:10]2[CH:9]=[C:8]([C:6]([NH:5][CH:1]3[CH2:4][CH2:3][CH2:2]3)=[O:7])[CH:13]=[CH:12][CH:11]=2)[NH:28][N:29]=1)[CH3:34]. (6) The product is: [O:53]1[CH2:54][CH2:55][CH2:56][CH2:57][CH:52]1[N:42]1[C:41]2[CH:40]=[C:39]([OH:38])[CH:51]=[CH:50][C:49]=2[C:48]2[C:43]1=[CH:44][CH:45]=[CH:46][CH:47]=2. Given the reactants CC1C=C(C)N(C2C=C(C=CC=2)OC2C=CC3C4C(=CC=CC=4)NC=3C=2)N=1.CC1C=C(C)N(C2C=C(C=CC=2)[O:38][C:39]2[CH:51]=[CH:50][C:49]3[C:48]4[C:43](=[CH:44][CH:45]=[CH:46][CH:47]=4)[N:42]([CH:52]4[CH2:57][CH2:56][CH2:55][CH2:54][O:53]4)[C:41]=3[CH:40]=2)N=1.S(O)(C)(=O)=O.C(=O)(O)[O-].[Na+], predict the reaction product.